From a dataset of Catalyst prediction with 721,799 reactions and 888 catalyst types from USPTO. Predict which catalyst facilitates the given reaction. (1) Reactant: [H-].[Na+].[NH2:3][C:4]1[CH:13]=[CH:12][CH:11]=[C:10]2[C:5]=1[CH:6]=[CH:7][CH:8]=[C:9]2[OH:14].I[CH3:16]. Product: [CH3:16][O:14][C:9]1[CH:8]=[CH:7][CH:6]=[C:5]2[C:10]=1[CH:11]=[CH:12][CH:13]=[C:4]2[NH2:3]. The catalyst class is: 3. (2) Reactant: Cl.[NH2:2][CH:3]([C:8]([O:10][CH3:11])=[O:9])[C:4]([O:6][CH3:7])=[O:5].[Cl:12][C:13]1[CH:21]=[CH:20][C:16]([C:17](Cl)=[O:18])=[CH:15][CH:14]=1.O. Product: [Cl:12][C:13]1[CH:21]=[CH:20][C:16]([C:17]([NH:2][CH:3]([C:8]([O:10][CH3:11])=[O:9])[C:4]([O:6][CH3:7])=[O:5])=[O:18])=[CH:15][CH:14]=1. The catalyst class is: 4. (3) Reactant: [CH3:1][O:2][C:3]1[CH:4]=[C:5]2[C:10](=[CH:11][C:12]=1[O:13][CH3:14])[N:9]=[CH:8][N:7]=[C:6]2[O:15][C:16]1[CH:22]=[CH:21][C:19]([NH2:20])=[CH:18][CH:17]=1.C(N(CC)CC)C.Cl[C:31](Cl)([O:33]C(=O)OC(Cl)(Cl)Cl)Cl.[NH2:42][C:43]1[O:47][N:46]=[C:45]([CH3:48])[CH:44]=1. Product: [CH3:1][O:2][C:3]1[CH:4]=[C:5]2[C:10](=[CH:11][C:12]=1[O:13][CH3:14])[N:9]=[CH:8][N:7]=[C:6]2[O:15][C:16]1[CH:22]=[CH:21][C:19]([NH:20][C:31]([NH:42][C:43]2[O:47][N:46]=[C:45]([CH3:48])[CH:44]=2)=[O:33])=[CH:18][CH:17]=1. The catalyst class is: 146. (4) Reactant: [CH:1]1([C:7]([N:9]2[C:18]3[C:13](=[CH:14][CH:15]=[CH:16][CH:17]=3)[CH2:12][CH2:11][CH:10]2[C:19]([O:21][CH3:22])=[O:20])=[O:8])[CH2:6][CH2:5][CH2:4][CH2:3][CH2:2]1.[N+:23]([O-])([OH:25])=[O:24].O. Product: [CH3:22][O:21][C:19]([CH:10]1[CH2:11][CH2:12][C:13]2[C:18](=[CH:17][CH:16]=[C:15]([N+:23]([O-:25])=[O:24])[CH:14]=2)[N:9]1[C:7]([CH:1]1[CH2:2][CH2:3][CH2:4][CH2:5][CH2:6]1)=[O:8])=[O:20]. The catalyst class is: 152.